This data is from Catalyst prediction with 721,799 reactions and 888 catalyst types from USPTO. The task is: Predict which catalyst facilitates the given reaction. (1) Reactant: Cl.[C:2]([C:4]1[CH:9]=[CH:8][N:7]=[CH:6][CH:5]=1)#[CH:3].[C:10]([O-])(O)=O.[Na+].[O:15](C)[S:16]([C:19]([F:22])([F:21])[F:20])(=[O:18])=[O:17].CCOCC. Product: [F:20][C:19]([F:22])([F:21])[S:16]([O-:18])(=[O:17])=[O:15].[C:2]([C:4]1[CH:9]=[CH:8][N+:7]([CH3:10])=[CH:6][CH:5]=1)#[CH:3]. The catalyst class is: 2. (2) Reactant: CC1CCCN(C)C1(C)C.C([Li])CCC.[Br:16][C:17]1[CH:22]=[CH:21][C:20]([F:23])=[CH:19][C:18]=1[CH2:24][OH:25].CN(C)[CH:28]=[O:29].[Cl-].[NH4+]. Product: [Br:16][C:17]1[C:18]([CH2:24][OH:25])=[CH:19][C:20]([F:23])=[C:21]([CH:22]=1)[CH:28]=[O:29]. The catalyst class is: 7. (3) Reactant: [F:1][C:2]1[CH:8]=[CH:7][C:5]([NH2:6])=[C:4]([N+:9]([O-:11])=[O:10])[CH:3]=1.[Br:12][C:13]1[CH:14]=[CH:15][C:16]([O:23][CH3:24])=[C:17]([S:19](Cl)(=[O:21])=[O:20])[CH:18]=1. Product: [Br:12][C:13]1[CH:14]=[CH:15][C:16]([O:23][CH3:24])=[C:17]([S:19]([NH:6][C:5]2[CH:7]=[CH:8][C:2]([F:1])=[CH:3][C:4]=2[N+:9]([O-:11])=[O:10])(=[O:20])=[O:21])[CH:18]=1. The catalyst class is: 300. (4) Reactant: [CH2:1]([O:8][C:9]1[CH:10]=[C:11]([CH:14]=[CH:15][C:16]=1[CH3:17])[CH:12]=[O:13])[C:2]1[CH:7]=[CH:6][CH:5]=[CH:4][CH:3]=1.CO.[Br:20]Br.O. Product: [CH2:1]([O:8][C:9]1[C:16]([CH3:17])=[CH:15][C:14]([Br:20])=[C:11]([CH:10]=1)[CH:12]=[O:13])[C:2]1[CH:3]=[CH:4][CH:5]=[CH:6][CH:7]=1. The catalyst class is: 4. (5) Reactant: C[O:2][C:3](=O)[C:4]1[C:9]([C:10]([F:13])([F:12])[F:11])=[CH:8][C:7]([C:14]2[CH:19]=[CH:18][C:17]([O:20][C:21]([F:24])([F:23])[F:22])=[CH:16][CH:15]=2)=[N:6][CH:5]=1.[H-].[Al+3].[Li+].[H-].[H-].[H-]. Product: [F:24][C:21]([F:22])([F:23])[O:20][C:17]1[CH:18]=[CH:19][C:14]([C:7]2[N:6]=[CH:5][C:4]([CH2:3][OH:2])=[C:9]([C:10]([F:13])([F:11])[F:12])[CH:8]=2)=[CH:15][CH:16]=1. The catalyst class is: 7. (6) Reactant: [CH3:1][C:2]1[CH:9]=[CH:8][C:5]([CH2:6]Br)=[CH:4][CH:3]=1.[H-].[Na+].[F:12][C:13]([F:22])([F:21])[CH2:14][CH2:15][CH:16]([C:19]#[N:20])[C:17]#[N:18]. Product: [CH3:1][C:2]1[CH:9]=[CH:8][C:5]([CH2:6][C:16]([CH2:15][CH2:14][C:13]([F:12])([F:21])[F:22])([C:17]#[N:18])[C:19]#[N:20])=[CH:4][CH:3]=1. The catalyst class is: 9. (7) Reactant: [NH2:1][CH:2]([CH2:29][CH:30]([CH3:32])[CH3:31])[CH2:3][C:4]([N:6]1[CH2:11][CH2:10][CH:9]([N:12]([CH:26]2[CH2:28][CH2:27]2)[S:13]([C:16]2[CH:21]=[CH:20][CH:19]=[C:18]([C:22]([F:25])([F:24])[F:23])[CH:17]=2)(=[O:15])=[O:14])[CH2:8][CH2:7]1)=[O:5].C=O.[BH-](OC(C)=O)(OC(C)=O)O[C:37](C)=O.[Na+].CC(O)=O. Product: [CH:26]1([N:12]([CH:9]2[CH2:10][CH2:11][N:6]([C:4](=[O:5])[CH2:3][CH:2]([NH:1][CH3:37])[CH2:29][CH:30]([CH3:32])[CH3:31])[CH2:7][CH2:8]2)[S:13]([C:16]2[CH:21]=[CH:20][CH:19]=[C:18]([C:22]([F:25])([F:24])[F:23])[CH:17]=2)(=[O:15])=[O:14])[CH2:27][CH2:28]1. The catalyst class is: 191.